This data is from Full USPTO retrosynthesis dataset with 1.9M reactions from patents (1976-2016). The task is: Predict the reactants needed to synthesize the given product. (1) Given the product [CH2:14]([N:21]1[CH2:11][C:5]2[C:4](=[CH:9][CH:8]=[C:7]([Br:10])[CH:6]=2)[C:3]1=[O:13])[C:15]1[CH:20]=[CH:19][CH:18]=[CH:17][CH:16]=1, predict the reactants needed to synthesize it. The reactants are: CO[C:3](=[O:13])[C:4]1[CH:9]=[CH:8][C:7]([Br:10])=[CH:6][C:5]=1[CH2:11]Br.[CH2:14]([NH2:21])[C:15]1[CH:20]=[CH:19][CH:18]=[CH:17][CH:16]=1.C([O-])([O-])=O.[K+].[K+].C(OCC)(=O)C. (2) Given the product [Cl-:47].[OH:8][C:9]1[CH:14]=[CH:13][C:12]([CH2:15][C@H:16]([NH3+:21])[C:17]([O:19][CH3:20])=[O:18])=[CH:11][C:10]=1[O:32][C:33]([N:35]1[CH2:36][CH2:37][CH2:38][CH2:39]1)=[O:34], predict the reactants needed to synthesize it. The reactants are: C([O:8][C:9]1[CH:14]=[CH:13][C:12]([CH2:15][C@H:16]([NH:21]C(OCC2C=CC=CC=2)=O)[C:17]([O:19][CH3:20])=[O:18])=[CH:11][C:10]=1[O:32][C:33]([N:35]1[CH2:39][CH2:38][CH2:37][CH2:36]1)=[O:34])C1C=CC=CC=1.C([Cl:47])C1C=CC=CC=1. (3) Given the product [CH2:1]([O:4][C:5]1([CH3:38])[CH2:10][CH2:9][N:8]([C:11]2[N:16]3[N:17]=[C:18]([C:20]4[CH:21]=[C:22]([C:41]5[C:42]([OH:46])=[CH:43][CH:44]=[CH:45][C:40]=5[F:39])[CH:23]=[CH:24][CH:25]=4)[CH:19]=[C:15]3[N:14]=[C:13]([CH3:27])[C:12]=2[C@H:28]([O:33][C:34]([CH3:37])([CH3:36])[CH3:35])[C:29]([O:31][CH3:32])=[O:30])[CH2:7][CH2:6]1)[CH:2]=[CH2:3], predict the reactants needed to synthesize it. The reactants are: [CH2:1]([O:4][C:5]1([CH3:38])[CH2:10][CH2:9][N:8]([C:11]2[N:16]3[N:17]=[C:18]([C:20]4[CH:25]=[CH:24][CH:23]=[C:22](Br)[CH:21]=4)[CH:19]=[C:15]3[N:14]=[C:13]([CH3:27])[C:12]=2[C@H:28]([O:33][C:34]([CH3:37])([CH3:36])[CH3:35])[C:29]([O:31][CH3:32])=[O:30])[CH2:7][CH2:6]1)[CH:2]=[CH2:3].[F:39][C:40]1[CH:45]=[CH:44][CH:43]=[C:42]([OH:46])[C:41]=1B(O)O. (4) Given the product [F:6][C:7]1[CH:12]=[CH:11][C:10]2[N:13]([C:14]3[CH:19]=[CH:18][CH:17]=[CH:16][CH:15]=3)[S:1](=[O:3])(=[O:2])[NH:20][C:9]=2[CH:8]=1, predict the reactants needed to synthesize it. The reactants are: [S:1](N)(N)(=[O:3])=[O:2].[F:6][C:7]1[CH:8]=[C:9]([NH2:20])[C:10]([NH:13][C:14]2[CH:19]=[CH:18][CH:17]=[CH:16][CH:15]=2)=[CH:11][CH:12]=1. (5) Given the product [CH2:1]([N:4]1[C:13]2[C:8](=[CH:9][CH:10]=[CH:11][CH:12]=2)[C:7](=[O:14])[C:6]2[C:15](=[O:16])[N:17]([CH:18]3[CH2:19][CH2:20][CH2:21][CH2:22]3)[C:24]([CH:25]([CH3:27])[CH3:26])=[N:23][C:5]1=2)[CH:2]=[CH2:3], predict the reactants needed to synthesize it. The reactants are: [CH2:1]([N:4]1[C:13]2[C:8](=[CH:9][CH:10]=[CH:11][CH:12]=2)[C:7](=[O:14])[C:6]([C:15]([NH:17][CH:18]2[CH2:22][CH2:21][CH2:20][CH2:19]2)=[O:16])=[C:5]1[NH2:23])[CH:2]=[CH2:3].[C:24](O)(=O)[CH:25]([CH3:27])[CH3:26].CN(C=O)C.CO. (6) Given the product [NH2:35][C:32]1[CH:33]=[CH:34][N:29]([C@H:6]2[C@H:5]([OH:4])[C@H:9]([O:10][CH2:11][C:12]3[CH:17]=[CH:16][CH:15]=[CH:14][CH:13]=3)[C@:8]([CH2:20][O:21][CH2:22][C:23]3[CH:24]=[CH:25][CH:26]=[CH:27][CH:28]=3)([CH:18]=[CH2:19])[O:7]2)[C:30](=[O:36])[N:31]=1, predict the reactants needed to synthesize it. The reactants are: C([O:4][C@@H:5]1[C@H:9]([O:10][CH2:11][C:12]2[CH:17]=[CH:16][CH:15]=[CH:14][CH:13]=2)[C@:8]([CH2:20][O:21][CH2:22][C:23]2[CH:28]=[CH:27][CH:26]=[CH:25][CH:24]=2)([CH:18]=[CH2:19])[O:7][C@H:6]1[N:29]1[CH:34]=[CH:33][C:32]([NH2:35])=[N:31][C:30]1=[O:36])(=O)C.CO. (7) Given the product [F:13][C:14]1[CH:19]=[CH:18][C:17]([NH:20][N:21]=[CH:4][C:3]2[C:2]([Br:1])=[CH:9][C:8]([CH3:10])=[CH:7][C:6]=2[Br:11])=[CH:16][CH:15]=1, predict the reactants needed to synthesize it. The reactants are: [Br:1][C:2]1[CH:9]=[C:8]([CH3:10])[CH:7]=[C:6]([Br:11])[C:3]=1[CH:4]=O.Cl.[F:13][C:14]1[CH:19]=[CH:18][C:17]([NH:20][NH2:21])=[CH:16][CH:15]=1.C([O-])(=O)C.[Na+]. (8) Given the product [CH:1]1([CH2:6][CH:7]([C:11]2[CH:16]=[CH:15][C:14]([Cl:17])=[C:13]([Cl:18])[CH:12]=2)[C:8]([NH:25][C:26]2[CH:30]=[C:29]([CH3:31])[O:28][N:27]=2)=[O:10])[CH2:2][CH2:3][CH2:4][CH2:5]1, predict the reactants needed to synthesize it. The reactants are: [CH:1]1([CH2:6][CH:7]([C:11]2[CH:16]=[CH:15][C:14]([Cl:17])=[C:13]([Cl:18])[CH:12]=2)[C:8]([OH:10])=O)[CH2:5][CH2:4][CH2:3][CH2:2]1.C(Cl)(=O)C(Cl)=O.[NH2:25][C:26]1[CH:30]=[C:29]([CH3:31])[O:28][N:27]=1.C(N(CC)CC)C.